Task: Regression. Given a peptide amino acid sequence and an MHC pseudo amino acid sequence, predict their binding affinity value. This is MHC class I binding data.. Dataset: Peptide-MHC class I binding affinity with 185,985 pairs from IEDB/IMGT (1) The binding affinity (normalized) is 0.0847. The MHC is HLA-A26:01 with pseudo-sequence HLA-A26:01. The peptide sequence is QMRAVGQPL. (2) The peptide sequence is FPFDYAAAF. The MHC is Mamu-B17 with pseudo-sequence Mamu-B17. The binding affinity (normalized) is 0.598. (3) The peptide sequence is YTKFWYVNH. The MHC is HLA-A31:01 with pseudo-sequence HLA-A31:01. The binding affinity (normalized) is 0.408.